The task is: Predict the reaction yield, written as a fraction of the theoretical maximum amount of product (1.0 means a 100% yield; for example, 0.34 means a 34% yield).. This data is from Reaction yield outcomes from USPTO patents with 853,638 reactions. The reactants are [C:1](Cl)(=[O:6])[CH2:2][C:3](Cl)=[O:4].[CH2:8]([O:10][C:11](=[O:23])[CH:12]=[C:13]1[NH:17][CH2:16][CH:15]2[O:18][C:19]([CH3:22])([CH3:21])[O:20][CH:14]12)[CH3:9]. The catalyst is C(Cl)Cl. The product is [CH2:8]([O:10][C:11]([C:12]1[C:1]([OH:6])=[CH:2][C:3](=[O:4])[N:17]2[C:13]=1[CH:14]1[O:20][C:19]([CH3:22])([CH3:21])[O:18][CH:15]1[CH2:16]2)=[O:23])[CH3:9]. The yield is 0.690.